This data is from Reaction yield outcomes from USPTO patents with 853,638 reactions. The task is: Predict the reaction yield, written as a fraction of the theoretical maximum amount of product (1.0 means a 100% yield; for example, 0.34 means a 34% yield). (1) The reactants are [Br:1][C:2]1[CH:3]=[C:4]([CH2:8][NH2:9])[CH:5]=[N:6][CH:7]=1.[CH:10]1([CH:15]=O)[CH2:14][CH2:13][CH2:12][CH2:11]1.[BH3-]C#N.[Na+]. The catalyst is CO. The product is [Br:1][C:2]1[CH:3]=[C:4]([CH2:8][NH:9][CH2:15][CH:10]2[CH2:14][CH2:13][CH2:12][CH2:11]2)[CH:5]=[N:6][CH:7]=1. The yield is 0.793. (2) The reactants are [CH3:1][O:2][C:3]1[CH:4]=[C:5]([C:11]2[O:12][C:13]3[C:18]([C:19](=[O:23])[C:20]=2[O:21][CH3:22])=[C:17]([O:24]C)[C:16](I)=[C:15]([O:27][CH3:28])[CH:14]=3)[CH:6]=[CH:7][C:8]=1[O:9][CH3:10].[CH2:29]([O:41][CH2:42][C:43]1[CH:48]=[CH:47][CH:46]=[CH:45][CH:44]=1)[CH2:30][CH2:31][CH2:32][CH2:33][CH2:34][CH2:35][CH2:36][CH2:37][CH2:38][C:39]#[CH:40]. The catalyst is N1CCCCC1.[Cu]I. The product is [CH2:42]([O:41][CH2:29][CH2:30][CH2:31][CH2:32][CH2:33][CH2:34][CH2:35][CH2:36][CH2:37][CH2:38][C:39]1[O:24][C:17]2=[C:18]3[C:13](=[CH:14][C:15]([O:27][CH3:28])=[C:16]2[CH:40]=1)[O:12][C:11]([C:5]1[CH:6]=[CH:7][C:8]([O:9][CH3:10])=[C:3]([O:2][CH3:1])[CH:4]=1)=[C:20]([O:21][CH3:22])[C:19]3=[O:23])[C:43]1[CH:44]=[CH:45][CH:46]=[CH:47][CH:48]=1. The yield is 0.620.